This data is from Reaction yield outcomes from USPTO patents with 853,638 reactions. The task is: Predict the reaction yield, written as a fraction of the theoretical maximum amount of product (1.0 means a 100% yield; for example, 0.34 means a 34% yield). (1) The reactants are [CH3:1][O:2][C:3]1[CH:56]=[CH:55][C:6]([CH2:7][N:8]([CH2:46][C:47]2[CH:52]=[CH:51][C:50]([O:53][CH3:54])=[CH:49][CH:48]=2)[C:9]2[N:14]=[C:13]([CH3:15])[N:12]=[C:11]([C:16]3[CH:17]=[C:18]([CH2:32][N:33]4[CH2:38][CH2:37][N:36](C(OC(C)(C)C)=O)[CH2:35][CH2:34]4)[CH:19]=[N:20][C:21]=3[NH:22][C:23]3[CH:24]=[N:25][C:26]([O:30][CH3:31])=[C:27]([F:29])[CH:28]=3)[N:10]=2)=[CH:5][CH:4]=1.ClCCl.FC(F)(F)C(O)=O. No catalyst specified. The product is [F:29][C:27]1[CH:28]=[C:23]([NH:22][C:21]2[C:16]([C:11]3[N:12]=[C:13]([CH3:15])[N:14]=[C:9]([N:8]([CH2:7][C:6]4[CH:55]=[CH:56][C:3]([O:2][CH3:1])=[CH:4][CH:5]=4)[CH2:46][C:47]4[CH:48]=[CH:49][C:50]([O:53][CH3:54])=[CH:51][CH:52]=4)[N:10]=3)=[CH:17][C:18]([CH2:32][N:33]3[CH2:38][CH2:37][NH:36][CH2:35][CH2:34]3)=[CH:19][N:20]=2)[CH:24]=[N:25][C:26]=1[O:30][CH3:31]. The yield is 0.920. (2) The reactants are [Cl:1][C:2]1[CH:18]=[C:17]([Cl:19])[CH:16]=[CH:15][C:3]=1[CH2:4][NH:5][C:6]([N:8]1[CH2:11][C:10]2([CH2:14][NH:13][CH2:12]2)[CH2:9]1)=[O:7].C(N(CC)CC)C.[C:27](Cl)(=[O:34])[C:28]1[CH:33]=[CH:32][CH:31]=[CH:30][CH:29]=1. The catalyst is ClCCl. The product is [Cl:1][C:2]1[CH:18]=[C:17]([Cl:19])[CH:16]=[CH:15][C:3]=1[CH2:4][NH:5][C:6]([N:8]1[CH2:11][C:10]2([CH2:14][N:13]([C:27](=[O:34])[C:28]3[CH:33]=[CH:32][CH:31]=[CH:30][CH:29]=3)[CH2:12]2)[CH2:9]1)=[O:7]. The yield is 0.630.